Task: Predict which catalyst facilitates the given reaction.. Dataset: Catalyst prediction with 721,799 reactions and 888 catalyst types from USPTO Reactant: [Cl:1][C:2]1[CH:9]=[C:8]([OH:10])[CH:7]=[CH:6][C:3]=1[CH:4]=[O:5].[Cl:11][C:12]1[CH:13]=[C:14]([CH:17]=[CH:18][C:19]=1[Cl:20])[CH2:15]O.C1(P(C2C=CC=CC=2)C2C=CC=CC=2)C=CC=CC=1.C1(C)C=CC=CC=1.N(C(OCC)=O)=NC(OCC)=O. Product: [Cl:1][C:2]1[CH:9]=[C:8]([O:10][CH2:15][C:14]2[CH:17]=[CH:18][C:19]([Cl:20])=[C:12]([Cl:11])[CH:13]=2)[CH:7]=[CH:6][C:3]=1[CH:4]=[O:5]. The catalyst class is: 7.